The task is: Predict the product of the given reaction.. This data is from Forward reaction prediction with 1.9M reactions from USPTO patents (1976-2016). (1) Given the reactants [CH2:1]([Li])[CH2:2][CH2:3][CH3:4].[CH3:6][CH2:7][CH2:8][CH2:9][CH2:10][CH3:11].C(N[CH:16]([CH3:18])[CH3:17])(C)C.C([O:23][C:24]([CH:26]1[CH2:28][CH2:27]1)=[O:25])(C)(C)C.BrCCCCCCCCBr.CN1[C:45](=[O:46])N(C)CCC1.C1C[O:51]CC1, predict the reaction product. The product is: [CH:8]1([CH:9]([CH2:10][CH2:11][CH2:4][CH2:3][CH2:2][CH2:1][CH2:28][CH2:27][CH:26]([CH:16]2[CH2:18][CH2:17]2)[C:24]([OH:23])=[O:25])[C:45]([OH:46])=[O:51])[CH2:6][CH2:7]1. (2) Given the reactants [Br:1][C:2]1[CH:7]=[CH:6][C:5]([C@@H:8]([NH2:10])[CH3:9])=[CH:4][CH:3]=1.[CH3:11][O-:12].[Na+].[CH3:14][OH:15], predict the reaction product. The product is: [CH3:11][O:12][C:14](=[O:15])[NH:10][C@H:8]([C:5]1[CH:6]=[CH:7][C:2]([Br:1])=[CH:3][CH:4]=1)[CH3:9]. (3) Given the reactants NC(C)(C)C[O:4][C:5](=[O:27])[C:6]1[C:11]([C:12](=[O:19])[C:13]2[CH:18]=[CH:17][CH:16]=[CH:15][CH:14]=2)=[CH:10][C:9]([N:20]2[CH2:25][CH2:24][N:23]([CH3:26])[CH2:22][CH2:21]2)=[N:8][CH:7]=1.C(Cl)(=O)C(C)(C)C.Cl.[Cl-].[Na+], predict the reaction product. The product is: [C:12]([C:11]1[C:6]([C:5]([OH:27])=[O:4])=[CH:7][N:8]=[C:9]([N:20]2[CH2:21][CH2:22][N:23]([CH3:26])[CH2:24][CH2:25]2)[CH:10]=1)(=[O:19])[C:13]1[CH:18]=[CH:17][CH:16]=[CH:15][CH:14]=1. (4) Given the reactants [CH2:1]1[O:3][CH:2]1[CH2:4][OH:5].[C:6](OC(C)(C)C)(=[O:11])[CH2:7][C:8]([CH3:10])=[O:9], predict the reaction product. The product is: [C:6]([O:5][CH2:4][CH:2]1[O:3][CH2:1]1)(=[O:11])[CH2:7][C:8]([CH3:10])=[O:9]. (5) Given the reactants Br[C:2]1[CH:3]=[C:4]([C:18]2[CH:26]=[CH:25][CH:24]=[C:23]3[C:19]=2[CH:20]=[CH:21][N:22]3[Si:27]([CH:34]([CH3:36])[CH3:35])([CH:31]([CH3:33])[CH3:32])[CH:28]([CH3:30])[CH3:29])[CH:5]=[C:6]([O:8][CH2:9][C:10]2[CH:15]=[CH:14][C:13]([O:16][CH3:17])=[CH:12][CH:11]=2)[CH:7]=1.[N:37]1[CH:42]=[CH:41][CH:40]=[C:39](B(O)O)[CH:38]=1.C(=O)([O-])[O-].[Na+].[Na+].N1C2C(=CC=CC=2)C=C1, predict the reaction product. The product is: [CH3:17][O:16][C:13]1[CH:14]=[CH:15][C:10]([CH2:9][O:8][C:6]2[CH:5]=[C:4]([C:18]3[CH:26]=[CH:25][CH:24]=[C:23]4[C:19]=3[CH:20]=[CH:21][N:22]4[Si:27]([CH:28]([CH3:29])[CH3:30])([CH:34]([CH3:35])[CH3:36])[CH:31]([CH3:32])[CH3:33])[CH:3]=[C:2]([C:39]3[CH:38]=[N:37][CH:42]=[CH:41][CH:40]=3)[CH:7]=2)=[CH:11][CH:12]=1. (6) Given the reactants [O:1]=[C:2]1[CH2:6][CH2:5][C@H:4]([CH2:7][O:8]C(C2C=CC=CC=2)(C2C=CC=CC=2)C2C=CC=CC=2)[N:3]1[C:28]1[CH:35]=[CH:34][C:31]([C:32]#[N:33])=[C:30]([C:36]([F:39])([F:38])[F:37])[CH:29]=1.Cl, predict the reaction product. The product is: [OH:8][CH2:7][C@H:4]1[CH2:5][CH2:6][C:2](=[O:1])[N:3]1[C:28]1[CH:35]=[CH:34][C:31]([C:32]#[N:33])=[C:30]([C:36]([F:39])([F:37])[F:38])[CH:29]=1. (7) Given the reactants [CH2:1]([NH:3][C:4]1[N:9]=[C:8]([C:10]2[O:14][N:13]=[C:12]([C:15]3[CH:26]=[C:25]([CH3:27])[C:18]([O:19][CH2:20][CH:21]([OH:24])[CH2:22][OH:23])=[C:17]([CH3:28])[CH:16]=3)[N:11]=2)[CH:7]=[C:6]([CH3:29])[N:5]=1)C.CC1N=C(NC)N=C(C(O)=O)C=1, predict the reaction product. The product is: [CH3:27][C:25]1[CH:26]=[C:15]([C:12]2[N:11]=[C:10]([C:8]3[CH:7]=[C:6]([CH3:29])[N:5]=[C:4]([NH:3][CH3:1])[N:9]=3)[O:14][N:13]=2)[CH:16]=[C:17]([CH3:28])[C:18]=1[O:19][CH2:20][CH:21]([OH:24])[CH2:22][OH:23]. (8) Given the reactants [OH:1][CH2:2][C:3]12[CH2:10][CH2:9][C:6]([C:11]3[NH:19][C:18]4[C:17](=[O:20])[NH:16][C:15](=[O:21])[N:14]([CH2:22][CH2:23][CH3:24])[C:13]=4[N:12]=3)([CH2:7][CH2:8]1)[CH2:5][CH2:4]2.CCN(CC)CC, predict the reaction product. The product is: [O:21]=[C:15]1[N:14]([CH2:22][CH2:23][CH3:24])[C:13]2[N:12]=[C:11]([C:6]34[CH2:7][CH2:8][C:3]([CH:2]=[O:1])([CH2:10][CH2:9]3)[CH2:4][CH2:5]4)[NH:19][C:18]=2[C:17](=[O:20])[NH:16]1. (9) The product is: [Cl:18][C:5]1[C:6]([O:8][C:9]2[CH:14]=[CH:13][CH:12]=[CH:11][C:10]=2[N+:15]([O-:17])=[O:16])=[N:7][C:2]([NH:19][C:20]2[CH:25]=[CH:24][C:23]([N:26]3[CH2:31][CH2:30][N:29]([C:32](=[O:34])[CH3:33])[CH2:28][CH2:27]3)=[CH:22][C:21]=2[O:35][CH3:36])=[N:3][CH:4]=1. Given the reactants Cl[C:2]1[N:7]=[C:6]([O:8][C:9]2[CH:14]=[CH:13][CH:12]=[CH:11][C:10]=2[N+:15]([O-:17])=[O:16])[C:5]([Cl:18])=[CH:4][N:3]=1.[NH2:19][C:20]1[CH:25]=[CH:24][C:23]([N:26]2[CH2:31][CH2:30][N:29]([C:32](=[O:34])[CH3:33])[CH2:28][CH2:27]2)=[CH:22][C:21]=1[O:35][CH3:36].CO, predict the reaction product. (10) The product is: [Cl:1][C:2]1[CH:7]=[CH:6][C:5]([S:8][C:9]2[O:13][C:12]([CH:14]3[CH2:15][CH2:16][O:17][CH2:18][CH2:19]3)=[N:11][C:10]=2[CH2:20][O:21][C:27]2[CH:26]=[C:25]3[C:30](=[CH:29][CH:28]=2)[NH:22][N:23]=[CH:24]3)=[CH:4][CH:3]=1. Given the reactants [Cl:1][C:2]1[CH:7]=[CH:6][C:5]([S:8][C:9]2[O:13][C:12]([CH:14]3[CH2:19][CH2:18][O:17][CH2:16][CH2:15]3)=[N:11][C:10]=2[CH2:20][OH:21])=[CH:4][CH:3]=1.[NH:22]1[C:30]2[C:25](=[CH:26][C:27](O)=[CH:28][CH:29]=2)[CH:24]=[N:23]1, predict the reaction product.